Dataset: Catalyst prediction with 721,799 reactions and 888 catalyst types from USPTO. Task: Predict which catalyst facilitates the given reaction. Reactant: [F:1][C:2]1[CH:3]=[C:4]([CH:8]=[CH:9][C:10]=1[C:11]([F:14])([F:13])[F:12])[C:5]([OH:7])=[O:6].C([Li])CCC.[CH3:20][S:21]SC.Cl. Product: [F:1][C:2]1[C:3]([S:21][CH3:20])=[C:4]([CH:8]=[CH:9][C:10]=1[C:11]([F:12])([F:13])[F:14])[C:5]([OH:7])=[O:6]. The catalyst class is: 7.